Task: Predict the reactants needed to synthesize the given product.. Dataset: Full USPTO retrosynthesis dataset with 1.9M reactions from patents (1976-2016) (1) Given the product [CH2:22]([CH:29]1[CH2:34][CH2:33][N:32]([C:4]2[CH:3]=[C:2]([NH2:1])[CH:10]=[CH:9][C:5]=2[C:6]([NH2:13])=[O:8])[CH2:31][CH2:30]1)[C:23]1[CH:28]=[CH:27][CH:26]=[CH:25][CH:24]=1, predict the reactants needed to synthesize it. The reactants are: [NH2:1][C:2]1[CH:10]=[CH:9][C:5]([C:6]([OH:8])=O)=[CH:4][CH:3]=1.CC[N:13]=C=NCCCN(C)C.[CH2:22]([CH:29]1[CH2:34][CH2:33][NH:32][CH2:31][CH2:30]1)[C:23]1[CH:28]=[CH:27][CH:26]=[CH:25][CH:24]=1.O. (2) Given the product [C:10]1([C:9]2[NH:19][N:18]=[C:2]([C:3]([O:5][CH2:6][CH3:7])=[O:4])[CH:8]=2)[CH:15]=[CH:14][CH:13]=[CH:12][CH:11]=1, predict the reactants needed to synthesize it. The reactants are: O=[C:2]([CH2:8][C:9](=O)[C:10]1[CH:15]=[CH:14][CH:13]=[CH:12][CH:11]=1)[C:3]([O:5][CH2:6][CH3:7])=[O:4].O.[NH2:18][NH2:19]. (3) Given the product [Cl:1][C:2]1[C:7]([C:14]2[N:15]=[CH:16][N:17]([C:19]([C:20]3[CH:25]=[CH:24][CH:23]=[CH:22][CH:21]=3)([C:32]3[CH:33]=[CH:34][CH:35]=[CH:36][CH:37]=3)[C:26]3[CH:27]=[CH:28][CH:29]=[CH:30][CH:31]=3)[CH:18]=2)=[CH:6][N:5]=[CH:4][N:3]=1, predict the reactants needed to synthesize it. The reactants are: [Cl:1][C:2]1[C:7](I)=[CH:6][N:5]=[CH:4][N:3]=1.C([Sn](CCCC)(CCCC)[C:14]1[N:15]=[CH:16][N:17]([C:19]([C:32]2[CH:37]=[CH:36][CH:35]=[CH:34][CH:33]=2)([C:26]2[CH:31]=[CH:30][CH:29]=[CH:28][CH:27]=2)[C:20]2[CH:25]=[CH:24][CH:23]=[CH:22][CH:21]=2)[CH:18]=1)CCC.